Regression. Given two drug SMILES strings and cell line genomic features, predict the synergy score measuring deviation from expected non-interaction effect. From a dataset of NCI-60 drug combinations with 297,098 pairs across 59 cell lines. (1) Drug 1: CC1CCC2CC(C(=CC=CC=CC(CC(C(=O)C(C(C(=CC(C(=O)CC(OC(=O)C3CCCCN3C(=O)C(=O)C1(O2)O)C(C)CC4CCC(C(C4)OC)O)C)C)O)OC)C)C)C)OC. Drug 2: N.N.Cl[Pt+2]Cl. Cell line: UO-31. Synergy scores: CSS=13.0, Synergy_ZIP=-7.58, Synergy_Bliss=-2.40, Synergy_Loewe=-0.847, Synergy_HSA=-0.0757. (2) Drug 1: C1CC(C1)(C(=O)O)C(=O)O.[NH2-].[NH2-].[Pt+2]. Drug 2: C1=CN(C=N1)CC(O)(P(=O)(O)O)P(=O)(O)O. Cell line: SN12C. Synergy scores: CSS=5.84, Synergy_ZIP=-2.75, Synergy_Bliss=-0.283, Synergy_Loewe=-0.0750, Synergy_HSA=-0.0792. (3) Drug 1: C1CN1P(=S)(N2CC2)N3CC3. Drug 2: CC1CCCC2(C(O2)CC(NC(=O)CC(C(C(=O)C(C1O)C)(C)C)O)C(=CC3=CSC(=N3)C)C)C. Cell line: MCF7. Synergy scores: CSS=21.9, Synergy_ZIP=-7.55, Synergy_Bliss=-9.21, Synergy_Loewe=-4.82, Synergy_HSA=-4.17. (4) Drug 1: C1=NC2=C(N1)C(=S)N=CN2. Drug 2: C1C(C(OC1N2C=NC3=C2NC=NCC3O)CO)O. Cell line: U251. Synergy scores: CSS=21.2, Synergy_ZIP=-0.0956, Synergy_Bliss=-2.78, Synergy_Loewe=-23.3, Synergy_HSA=-3.52.